Dataset: NCI-60 drug combinations with 297,098 pairs across 59 cell lines. Task: Regression. Given two drug SMILES strings and cell line genomic features, predict the synergy score measuring deviation from expected non-interaction effect. (1) Synergy scores: CSS=45.7, Synergy_ZIP=1.65, Synergy_Bliss=5.58, Synergy_Loewe=-5.13, Synergy_HSA=2.58. Cell line: SK-MEL-5. Drug 2: CC1=C(C=C(C=C1)NC(=O)C2=CC=C(C=C2)CN3CCN(CC3)C)NC4=NC=CC(=N4)C5=CN=CC=C5. Drug 1: CCC1(CC2CC(C3=C(CCN(C2)C1)C4=CC=CC=C4N3)(C5=C(C=C6C(=C5)C78CCN9C7C(C=CC9)(C(C(C8N6C=O)(C(=O)OC)O)OC(=O)C)CC)OC)C(=O)OC)O.OS(=O)(=O)O. (2) Drug 1: CC12CCC(CC1=CCC3C2CCC4(C3CC=C4C5=CN=CC=C5)C)O. Synergy scores: CSS=5.96, Synergy_ZIP=-2.69, Synergy_Bliss=-6.34, Synergy_Loewe=-42.8, Synergy_HSA=-5.39. Cell line: PC-3. Drug 2: CC=C1C(=O)NC(C(=O)OC2CC(=O)NC(C(=O)NC(CSSCCC=C2)C(=O)N1)C(C)C)C(C)C.